From a dataset of NCI-60 drug combinations with 297,098 pairs across 59 cell lines. Regression. Given two drug SMILES strings and cell line genomic features, predict the synergy score measuring deviation from expected non-interaction effect. (1) Drug 1: C1=CC(=CC=C1CC(C(=O)O)N)N(CCCl)CCCl.Cl. Drug 2: CS(=O)(=O)CCNCC1=CC=C(O1)C2=CC3=C(C=C2)N=CN=C3NC4=CC(=C(C=C4)OCC5=CC(=CC=C5)F)Cl. Cell line: HT29. Synergy scores: CSS=-3.50, Synergy_ZIP=2.59, Synergy_Bliss=6.16, Synergy_Loewe=-0.666, Synergy_HSA=0.130. (2) Drug 1: CC1=C2C(C(=O)C3(C(CC4C(C3C(C(C2(C)C)(CC1OC(=O)C(C(C5=CC=CC=C5)NC(=O)OC(C)(C)C)O)O)OC(=O)C6=CC=CC=C6)(CO4)OC(=O)C)OC)C)OC. Drug 2: CC1C(C(CC(O1)OC2CC(CC3=C2C(=C4C(=C3O)C(=O)C5=C(C4=O)C(=CC=C5)OC)O)(C(=O)CO)O)N)O.Cl. Cell line: SK-MEL-5. Synergy scores: CSS=44.5, Synergy_ZIP=-5.05, Synergy_Bliss=-7.22, Synergy_Loewe=-5.05, Synergy_HSA=-3.93. (3) Drug 1: CC12CCC3C(C1CCC2=O)CC(=C)C4=CC(=O)C=CC34C. Drug 2: CC1=C(C=C(C=C1)NC(=O)C2=CC=C(C=C2)CN3CCN(CC3)C)NC4=NC=CC(=N4)C5=CN=CC=C5. Cell line: MALME-3M. Synergy scores: CSS=49.3, Synergy_ZIP=1.54, Synergy_Bliss=5.81, Synergy_Loewe=3.94, Synergy_HSA=3.68. (4) Drug 1: CN(C)C1=NC(=NC(=N1)N(C)C)N(C)C. Drug 2: C1=CC=C(C(=C1)C(C2=CC=C(C=C2)Cl)C(Cl)Cl)Cl. Cell line: HL-60(TB). Synergy scores: CSS=-19.3, Synergy_ZIP=1.50, Synergy_Bliss=-11.6, Synergy_Loewe=-15.9, Synergy_HSA=-15.2.